This data is from Catalyst prediction with 721,799 reactions and 888 catalyst types from USPTO. The task is: Predict which catalyst facilitates the given reaction. (1) Reactant: [OH:1][C:2]1[C:3]2[N:4]([C:9]([C:13]([O:15][CH2:16][CH3:17])=[O:14])=[C:10]([CH3:12])[N:11]=2)[CH:5]=[C:6]([CH3:8])[CH:7]=1.Br[CH2:19][C:20]1[C:25]([F:26])=[C:24]([F:27])[CH:23]=[CH:22][C:21]=1[F:28].C(=O)([O-])[O-].[Cs+].[Cs+].O. Product: [CH3:12][C:10]1[N:11]=[C:3]2[C:2]([O:1][CH2:19][C:20]3[C:21]([F:28])=[CH:22][CH:23]=[C:24]([F:27])[C:25]=3[F:26])=[CH:7][C:6]([CH3:8])=[CH:5][N:4]2[C:9]=1[C:13]([O:15][CH2:16][CH3:17])=[O:14]. The catalyst class is: 3. (2) Reactant: Cl[C:2]1[N:7]=[C:6]([NH:8][C@@H:9]2[CH2:17][C@H:16]3[N:12]([CH2:13][CH2:14][CH2:15]3)[C:11]([CH3:19])([CH3:18])[CH2:10]2)[C:5]([F:20])=[CH:4][N:3]=1.C1(C)C=CC(S(O)(=O)=O)=CC=1.[NH2:32][C:33]1[C:34]([F:47])=[CH:35][C:36]([Br:46])=[C:37]([N:39]2[C:43](=[O:44])[N:42]([CH3:45])[N:41]=[N:40]2)[CH:38]=1.C(=O)(O)[O-].[Na+]. Product: [CH3:18][C:11]1([CH3:19])[CH2:10][C@H:9]([NH:8][C:6]2[C:5]([F:20])=[CH:4][N:3]=[C:2]([NH:32][C:33]3[C:34]([F:47])=[CH:35][C:36]([Br:46])=[C:37]([N:39]4[C:43](=[O:44])[N:42]([CH3:45])[N:41]=[N:40]4)[CH:38]=3)[N:7]=2)[CH2:17][C@H:16]2[N:12]1[CH2:13][CH2:14][CH2:15]2. The catalyst class is: 32.